This data is from Catalyst prediction with 721,799 reactions and 888 catalyst types from USPTO. The task is: Predict which catalyst facilitates the given reaction. (1) Reactant: [CH2:1]([C:5]1[N:10]=[C:9]([CH3:11])[N:8]([CH2:12][CH:13]([CH:15]2[CH2:20][CH2:19][CH2:18][CH2:17][CH2:16]2)[OH:14])[C:7](=[O:21])[C:6]=1[CH2:22][C:23]1[CH:28]=[CH:27][C:26]([C:29]2[CH:34]=[CH:33][CH:32]=[CH:31][C:30]=2[C:35]2[NH:39][C:38](=[O:40])[O:37][N:36]=2)=[CH:25][CH:24]=1)[CH2:2][CH2:3][CH3:4].CC(OI1(OC(C)=O)(OC(C)=O)OC(=O)C2C1=CC=CC=2)=O.C(=O)([O-])O.[Na+].S([O-])([O-])(=O)=S.[Na+].[Na+]. Product: [CH2:1]([C:5]1[N:10]=[C:9]([CH3:11])[N:8]([CH2:12][C:13]([CH:15]2[CH2:16][CH2:17][CH2:18][CH2:19][CH2:20]2)=[O:14])[C:7](=[O:21])[C:6]=1[CH2:22][C:23]1[CH:24]=[CH:25][C:26]([C:29]2[CH:34]=[CH:33][CH:32]=[CH:31][C:30]=2[C:35]2[NH:39][C:38](=[O:40])[O:37][N:36]=2)=[CH:27][CH:28]=1)[CH2:2][CH2:3][CH3:4]. The catalyst class is: 2. (2) Reactant: [C:1]([O:4][CH2:5][C:6](=[O:31])[C@:7]1([OH:30])[C@:24]2([CH3:25])[C@H:10]([C@H:11]3[C@:21]([F:27])([C@@H:22]([OH:26])[CH2:23]2)[C@:19]2([CH3:20])[C:14](=[CH:15][C:16](=[O:28])[CH:17]=[CH:18]2)[CH2:13][CH2:12]3)[CH2:9][C@@H:8]1[CH3:29])(=[O:3])[CH3:2].N1C=CN=C1.[CH3:37][Si:38](Cl)([CH3:40])[CH3:39]. Product: [C:1]([O:4][CH2:5][C:6](=[O:31])[C@:7]1([O:30][Si:38]([CH3:40])([CH3:39])[CH3:37])[C@:24]2([CH3:25])[C@H:10]([C@H:11]3[C@:21]([F:27])([C@@H:22]([O:26][Si:38]([CH3:40])([CH3:39])[CH3:37])[CH2:23]2)[C@:19]2([CH3:20])[C:14](=[CH:15][C:16](=[O:28])[CH:17]=[CH:18]2)[CH2:13][CH2:12]3)[CH2:9][C@@H:8]1[CH3:29])(=[O:3])[CH3:2]. The catalyst class is: 42. (3) Reactant: [CH2:1]([O:8][C:9]1[C:18]2[C:13](=[CH:14][CH:15]=[CH:16][CH:17]=2)[C:12]([O:19]C(=O)C2C=CC=CC=2)=[CH:11][C:10]=1[CH3:28])[C:2]1[CH:7]=[CH:6][CH:5]=[CH:4][CH:3]=1.[OH-].[Na+]. Product: [CH2:1]([O:8][C:9]1[C:18]2[C:13](=[CH:14][CH:15]=[CH:16][CH:17]=2)[C:12]([OH:19])=[CH:11][C:10]=1[CH3:28])[C:2]1[CH:3]=[CH:4][CH:5]=[CH:6][CH:7]=1. The catalyst class is: 5. (4) The catalyst class is: 8. Product: [OH:1][CH:2]([CH2:3][N:16]1[CH2:21][CH2:20][CH2:19][CH2:18][CH2:17]1)[CH2:4][N:5]1[C:13](=[O:14])[C:12]2[C:7](=[CH:8][CH:9]=[CH:10][CH:11]=2)[C:6]1=[O:15]. Reactant: [O:1]1[CH2:3][CH:2]1[CH2:4][N:5]1[C:13](=[O:14])[C:12]2[C:7](=[CH:8][CH:9]=[CH:10][CH:11]=2)[C:6]1=[O:15].[NH:16]1[CH2:21][CH2:20][CH2:19][CH2:18][CH2:17]1.